This data is from Full USPTO retrosynthesis dataset with 1.9M reactions from patents (1976-2016). The task is: Predict the reactants needed to synthesize the given product. (1) The reactants are: [C:1]([O:5][C:6]([N:8]1[C:12]([C:13]2[CH:14]=[CH:15][C:16]3[NH:21][CH:20]([CH3:22])[O:19][C:18]([CH3:24])([CH3:23])[C:17]=3[CH:25]=2)=[CH:11][CH:10]=[CH:9]1)=[O:7])([CH3:4])([CH3:3])[CH3:2].Cl[C:27]([O:29][CH2:30][CH:31]1[C:43]2[CH:42]=[CH:41][CH:40]=[CH:39][C:38]=2[C:37]2[C:32]1=[CH:33][CH:34]=[CH:35][CH:36]=2)=[O:28].C(=O)([O-])[O-].[Na+].[Na+].C(OCC)(=O)C. Given the product [CH:42]1[C:43]2[CH:31]([CH2:30][O:29][C:27]([N:21]3[C:16]4[CH:15]=[CH:14][C:13]([C:12]5[N:8]([C:6]([O:5][C:1]([CH3:4])([CH3:2])[CH3:3])=[O:7])[CH:9]=[CH:10][CH:11]=5)=[CH:25][C:17]=4[C:18]([CH3:24])([CH3:23])[O:19][CH:20]3[CH3:22])=[O:28])[C:32]3[C:37](=[CH:36][CH:35]=[CH:34][CH:33]=3)[C:38]=2[CH:39]=[CH:40][CH:41]=1, predict the reactants needed to synthesize it. (2) The reactants are: [CH3:1][O:2][C:3]([NH:5][C@@H:6]([CH:24]([CH3:26])[CH3:25])[C:7]([N:9]1[CH2:13][CH2:12][CH2:11][C@H:10]1[C:14]([O:16]CC1C=CC=CC=1)=[O:15])=[O:8])=[O:4].C1COCC1. Given the product [CH3:1][O:2][C:3]([NH:5][C@@H:6]([CH:24]([CH3:26])[CH3:25])[C:7]([N:9]1[CH2:13][CH2:12][CH2:11][C@H:10]1[C:14]([OH:16])=[O:15])=[O:8])=[O:4], predict the reactants needed to synthesize it. (3) Given the product [CH3:22][C:23]1([CH3:39])[C:31]2[C:26](=[CH:27][CH:28]=[C:29]([N:32]3[C:36](=[O:37])/[C:35](=[N:18]\[NH:2][C:3]4[C:4]([OH:17])=[C:5]([C:9]5[O:13][C:12]([C:14]([OH:16])=[O:15])=[CH:11][CH:10]=5)[CH:6]=[CH:7][CH:8]=4)/[C:34]([CH3:38])=[N:33]3)[CH:30]=2)[CH2:25][CH2:24]1, predict the reactants needed to synthesize it. The reactants are: Br.[NH2:2][C:3]1[C:4]([OH:17])=[C:5]([C:9]2[O:13][C:12]([C:14]([OH:16])=[O:15])=[CH:11][CH:10]=2)[CH:6]=[CH:7][CH:8]=1.[N:18]([O-])=O.[Na+].[CH3:22][C:23]1([CH3:39])[C:31]2[C:26](=[CH:27][CH:28]=[C:29]([N:32]3[C:36](=[O:37])[CH2:35][C:34]([CH3:38])=[N:33]3)[CH:30]=2)[CH2:25][CH2:24]1.C(=O)(O)[O-].[Na+]. (4) Given the product [NH2:14][CH2:15][C:16]1([C:31]([NH:33][CH2:34][C:35]2[CH:36]=[N:37][C:38]([C:41]([F:42])([F:43])[F:44])=[CH:39][CH:40]=2)=[O:32])[CH2:17][CH2:18][N:19]([C:22]2[C:23]3[CH:30]=[CH:29][NH:28][C:24]=3[N:25]=[CH:26][N:27]=2)[CH2:20][CH2:21]1, predict the reactants needed to synthesize it. The reactants are: C1(C(=[N:14][CH2:15][C:16]2([C:31]([NH:33][CH2:34][C:35]3[CH:36]=[N:37][C:38]([C:41]([F:44])([F:43])[F:42])=[CH:39][CH:40]=3)=[O:32])[CH2:21][CH2:20][N:19]([C:22]3[C:23]4[CH:30]=[CH:29][NH:28][C:24]=4[N:25]=[CH:26][N:27]=3)[CH2:18][CH2:17]2)C2C=CC=CC=2)C=CC=CC=1.Cl.C(O)(C)C. (5) Given the product [C:1]([O:30][CH:18]([C:13]1[CH:14]=[CH:15][C:16]([Cl:17])=[C:11]([Cl:10])[CH:12]=1)[CH:19]1[CH2:20][N:21]([C:23]([O:25][C:26]([CH3:27])([CH3:29])[CH3:28])=[O:24])[CH2:22]1)(=[O:8])[C:2]1[CH:7]=[CH:6][CH:5]=[CH:4][CH:3]=1, predict the reactants needed to synthesize it. The reactants are: [C:1](Cl)(=[O:8])[C:2]1[CH:7]=[CH:6][CH:5]=[CH:4][CH:3]=1.[Cl:10][C:11]1[CH:12]=[C:13]([CH:18]([OH:30])[CH:19]2[CH2:22][N:21]([C:23]([O:25][C:26]([CH3:29])([CH3:28])[CH3:27])=[O:24])[CH2:20]2)[CH:14]=[CH:15][C:16]=1[Cl:17].C(N(CC)CC)C. (6) Given the product [CH3:21][O:20][C:10]1[C:8]2[N:9]=[C:5]([NH2:4])[O:6][C:7]=2[C:13]([CH:14]2[CH2:19][CH2:18][O:17][CH2:16][CH2:15]2)=[CH:12][CH:11]=1, predict the reactants needed to synthesize it. The reactants are: COC(=O)[NH:4][C:5]1[O:6][C:7]2[C:13]([CH:14]3[CH2:19][CH2:18][O:17][CH2:16][CH2:15]3)=[CH:12][CH:11]=[C:10]([O:20][CH3:21])[C:8]=2[N:9]=1.[OH-].[Na+].